From a dataset of Forward reaction prediction with 1.9M reactions from USPTO patents (1976-2016). Predict the product of the given reaction. (1) Given the reactants [OH:1][C@@H:2]1[C@@H:10]([C@@H:11]([OH:16])[C:12]([F:15])([F:14])[F:13])[O:9][C@H:8]2[C@H:4]([N:5]=[C:6]([N:17]([CH3:25])[C:18](=[O:24])[O:19][C:20]([CH3:23])([CH3:22])[CH3:21])[S:7]2)[C@H:3]1[OH:26].C[Si]([N-][Si](C)(C)C)(C)C.[K+].F[C:38]1[CH:43]=[CH:42][C:41]([N+:44]([O-:46])=[O:45])=[CH:40][CH:39]=1, predict the reaction product. The product is: [OH:1][C@@H:2]1[C@@H:10]([C@@H:11]([O:16][C:38]2[CH:43]=[CH:42][C:41]([N+:44]([O-:46])=[O:45])=[CH:40][CH:39]=2)[C:12]([F:14])([F:13])[F:15])[O:9][C@H:8]2[C@H:4]([N:5]=[C:6]([N:17]([CH3:25])[C:18](=[O:24])[O:19][C:20]([CH3:22])([CH3:23])[CH3:21])[S:7]2)[C@H:3]1[OH:26]. (2) The product is: [C:15]([O:19][C:20]([N:22]1[C@H:27]([CH2:28][N:38]([C:47]([O:49][CH2:50][C:51]2[CH:56]=[CH:55][CH:54]=[CH:53][CH:52]=2)=[O:48])[C@H:37]([C:36]([O:35][CH3:34])=[O:40])[CH3:39])[CH2:26][O:25][CH2:24][C@@H:23]1[CH2:30][CH:31]=[CH2:32])=[O:21])([CH3:18])([CH3:17])[CH3:16]. Given the reactants C(O[BH-](OC(=O)C)OC(=O)C)(=O)C.[Na+].[C:15]([O:19][C:20]([N:22]1[C@H:27]([CH:28]=O)[CH2:26][O:25][CH2:24][C@@H:23]1[CH2:30][CH:31]=[CH2:32])=[O:21])([CH3:18])([CH3:17])[CH3:16].Cl.[CH3:34][O:35][C:36](=[O:40])[C@H:37]([CH3:39])[NH2:38].C(=O)([O-])O.[Na+].Cl[C:47]([O:49][CH2:50][C:51]1[CH:56]=[CH:55][CH:54]=[CH:53][CH:52]=1)=[O:48], predict the reaction product.